From a dataset of hERG potassium channel inhibition data for cardiac toxicity prediction from Karim et al.. Regression/Classification. Given a drug SMILES string, predict its toxicity properties. Task type varies by dataset: regression for continuous values (e.g., LD50, hERG inhibition percentage) or binary classification for toxic/non-toxic outcomes (e.g., AMES mutagenicity, cardiotoxicity, hepatotoxicity). Dataset: herg_karim. (1) The molecule is CN1C(=O)C=CC2(C)C3CCC4(C)C(O)C(=Cc5cc(F)cc(F)c5)CC4C3CCC12. The result is 1 (blocker). (2) The drug is CS(=O)(=O)c1cc(F)cc2c3c(n(Cc4ccc(Cl)cc4)c12)[C@@H](CC(=O)O)CC3. The result is 0 (non-blocker). (3) The compound is O=c1ccc2ncc(F)c3c2n1C[C@@]3(O)CC12CCC(NC/C=C/c3cc(F)ccc3F)(CC1)CO2. The result is 1 (blocker). (4) The drug is CCS(=O)(=O)c1ccc2c(c1)nc(C(C)(C)C)n2COC(F)(F)F. The result is 1 (blocker). (5) The result is 1 (blocker). The compound is CS(=O)(=O)O.NC[C@H]1CC[C@]2(CC1)OOC1(O2)C2CC3CC(C2)CC1C3.